This data is from Peptide-MHC class I binding affinity with 185,985 pairs from IEDB/IMGT. The task is: Regression. Given a peptide amino acid sequence and an MHC pseudo amino acid sequence, predict their binding affinity value. This is MHC class I binding data. (1) The peptide sequence is LTTHCTKLR. The MHC is HLA-A31:01 with pseudo-sequence HLA-A31:01. The binding affinity (normalized) is 0.164. (2) The peptide sequence is ITWETPMIW. The MHC is HLA-B58:01 with pseudo-sequence HLA-B58:01. The binding affinity (normalized) is 0.857. (3) The peptide sequence is SVDSDHLGY. The MHC is HLA-A02:12 with pseudo-sequence HLA-A02:12. The binding affinity (normalized) is 0.0847. (4) The peptide sequence is PIQKETWDTW. The MHC is HLA-A02:01 with pseudo-sequence HLA-A02:01. The binding affinity (normalized) is 0.